Dataset: Forward reaction prediction with 1.9M reactions from USPTO patents (1976-2016). Task: Predict the product of the given reaction. Given the reactants C(O[BH-](OC(=O)C)OC(=O)C)(=O)C.[Na+].[NH2:15][C:16](=[O:39])[C@@H:17]([NH:24][C:25]([C@@H:27]1[CH2:32][CH2:31][CH2:30][CH2:29][C@H:28]1[N:33]1[CH2:38][CH2:37][NH:36][CH2:35][CH2:34]1)=[O:26])[C:18]1[CH:23]=[CH:22][CH:21]=[CH:20][CH:19]=1.[C:40]([NH:43][C:44]1[CH:51]=[CH:50][C:47]([CH:48]=O)=[CH:46][CH:45]=1)(=[O:42])[CH3:41].C(O)(=O)C.N, predict the reaction product. The product is: [NH2:15][C:16](=[O:39])[C@@H:17]([NH:24][C:25]([C@@H:27]1[CH2:32][CH2:31][CH2:30][CH2:29][C@H:28]1[N:33]1[CH2:34][CH2:35][N:36]([CH2:48][C:47]2[CH:46]=[CH:45][C:44]([NH:43][C:40](=[O:42])[CH3:41])=[CH:51][CH:50]=2)[CH2:37][CH2:38]1)=[O:26])[C:18]1[CH:19]=[CH:20][CH:21]=[CH:22][CH:23]=1.